This data is from Forward reaction prediction with 1.9M reactions from USPTO patents (1976-2016). The task is: Predict the product of the given reaction. (1) Given the reactants Cl.[NH2:2][CH2:3][C@@H:4]([C:6]1[C:14]2[S:13][C:12](=[O:15])[NH:11][C:10]=2[C:9]([OH:16])=[CH:8][CH:7]=1)[OH:5].[CH2:17]([C:19]1[CH:24]=[CH:23][C:22]([CH2:25][CH2:26][N:27]([CH2:35][CH2:36][CH2:37][S:38][CH2:39][CH:40]=O)[C:28](=[O:34])[O:29][C:30]([CH3:33])([CH3:32])[CH3:31])=[CH:21][CH:20]=1)[CH3:18], predict the reaction product. The product is: [CH2:17]([C:19]1[CH:20]=[CH:21][C:22]([CH2:25][CH2:26][N:27]([CH2:35][CH2:36][CH2:37][S:38][CH2:39][CH2:40][NH:2][CH2:3][C@H:4]([OH:5])[C:6]2[C:14]3[S:13][C:12](=[O:15])[NH:11][C:10]=3[C:9]([OH:16])=[CH:8][CH:7]=2)[C:28](=[O:34])[O:29][C:30]([CH3:33])([CH3:31])[CH3:32])=[CH:23][CH:24]=1)[CH3:18]. (2) Given the reactants [CH3:1][O:2][C:3](=[O:12])[C:4]1[C:9]([CH3:10])=[CH:8][CH:7]=[CH:6][C:5]=1[I:11].[Br:13]N1C(=O)CCC1=O, predict the reaction product. The product is: [CH3:1][O:2][C:3](=[O:12])[C:4]1[C:5]([I:11])=[CH:6][CH:7]=[CH:8][C:9]=1[CH2:10][Br:13]. (3) Given the reactants C(NC(C)C)(C)C.C([Li])CCC.[CH3:13][O:14][C:15](=[O:27])[CH2:16][C:17]1[CH:22]=[CH:21][C:20]([S:23]([CH3:26])(=[O:25])=[O:24])=[CH:19][CH:18]=1.Br[CH2:29][CH:30]1[CH2:35][CH2:34][CH2:33][CH2:32][O:31]1, predict the reaction product. The product is: [CH3:13][O:14][C:15](=[O:27])[CH:16]([C:17]1[CH:18]=[CH:19][C:20]([S:23]([CH3:26])(=[O:24])=[O:25])=[CH:21][CH:22]=1)[CH2:29][CH:30]1[CH2:35][CH2:34][CH2:33][CH2:32][O:31]1.